Dataset: Catalyst prediction with 721,799 reactions and 888 catalyst types from USPTO. Task: Predict which catalyst facilitates the given reaction. (1) Reactant: IC.[Cl:3][C:4]1[N:9]=[C:8]([NH:10][C:11]2[CH:16]=[C:15]([O:17][CH3:18])[CH:14]=[CH:13][C:12]=2[CH3:19])[CH:7]=[CH:6][N:5]=1.[C:20]([O-])([O-])=O.[Cs+].[Cs+]. Product: [Cl:3][C:4]1[N:9]=[C:8]([N:10]([C:11]2[CH:16]=[C:15]([O:17][CH3:18])[CH:14]=[CH:13][C:12]=2[CH3:19])[CH3:20])[CH:7]=[CH:6][N:5]=1. The catalyst class is: 3. (2) The catalyst class is: 124. Product: [Cl:1][C:2]1[CH:3]=[C:4]2[C:9](=[C:10]([Cl:12])[CH:11]=1)[CH2:8][N:7]([CH3:13])[CH2:6][C@H:5]2[C:14]1[CH:15]=[C:16]([S:20]([NH:23][CH2:24][CH2:25][O:26][CH2:27][CH2:28][O:29][CH2:30][CH2:31][NH:32][CH3:45])(=[O:21])=[O:22])[CH:17]=[CH:18][CH:19]=1. Reactant: [Cl:1][C:2]1[CH:3]=[C:4]2[C:9](=[C:10]([Cl:12])[CH:11]=1)[CH2:8][N:7]([CH3:13])[CH2:6][C@H:5]2[C:14]1[CH:15]=[C:16]([S:20]([NH:23][CH2:24][CH2:25][O:26][CH2:27][CH2:28][O:29][CH2:30][CH2:31][N:32]([CH3:45])S(C2C=CC=CC=2[N+]([O-])=O)(=O)=O)(=[O:22])=[O:21])[CH:17]=[CH:18][CH:19]=1.NCCOCCOCCN(C)S(C1C=CC=CC=1[N+]([O-])=O)(=O)=O.ClC1C=C2C(=C(Cl)C=1)CN(C)C[C@H]2C1C=C(S(Cl)(=O)=O)C=CC=1. (3) Reactant: ClC1C=CC=C(C(OO)=O)C=1.[N:12]1([C:18]([N:20]2[CH2:25][CH2:24][CH:23]([NH:26][C:27](=[O:33])[O:28][C:29]([CH3:32])([CH3:31])[CH3:30])[CH2:22][CH2:21]2)=[O:19])[CH2:17][CH2:16]S[CH2:14][CH2:13]1.[S:34]([O-:38])([O-])(=[O:36])=S.[Na+].[Na+]. The catalyst class is: 2. Product: [O:36]=[S:34]1(=[O:38])[CH2:14][CH2:13][N:12]([C:18]([N:20]2[CH2:21][CH2:22][CH:23]([NH:26][C:27](=[O:33])[O:28][C:29]([CH3:30])([CH3:32])[CH3:31])[CH2:24][CH2:25]2)=[O:19])[CH2:17][CH2:16]1. (4) Reactant: [Cl:1][C:2]1[N:7]=[C:6](Cl)[C:5]([CH2:9][C:10]([O:12][CH2:13][CH3:14])=[O:11])=[C:4]([Cl:15])[N:3]=1.[CH3:16][O:17][C:18]1[CH:25]=[CH:24][C:21]([CH2:22][NH2:23])=[CH:20][CH:19]=1.CCN(C(C)C)C(C)C. Product: [Cl:1][C:2]1[N:3]=[C:4]([Cl:15])[C:5]([CH2:9][C:10]([O:12][CH2:13][CH3:14])=[O:11])=[C:6]([NH:23][CH2:22][C:21]2[CH:24]=[CH:25][C:18]([O:17][CH3:16])=[CH:19][CH:20]=2)[N:7]=1. The catalyst class is: 9. (5) Reactant: [C:1]([O:5][C:6](=[O:42])[N:7]([C@H:11]1[CH2:19][CH2:18][CH2:17][C@H:16]([CH2:20][C:21]2[CH:26]=[CH:25][C:24]([O:27][CH3:28])=[CH:23][CH:22]=2)[C@@H:15]([O:29][Si](C(C)C)(C(C)C)C(C)C)[C@H:14]([CH3:40])[O:13][C:12]1=[O:41])[CH2:8][O:9][CH3:10])([CH3:4])([CH3:3])[CH3:2].CCCC[N+](CCCC)(CCCC)CCCC.[F-]. Product: [C:1]([O:5][C:6](=[O:42])[N:7]([C@H:11]1[CH2:19][CH2:18][CH2:17][C@H:16]([CH2:20][C:21]2[CH:26]=[CH:25][C:24]([O:27][CH3:28])=[CH:23][CH:22]=2)[C@@H:15]([OH:29])[C@H:14]([CH3:40])[O:13][C:12]1=[O:41])[CH2:8][O:9][CH3:10])([CH3:3])([CH3:2])[CH3:4]. The catalyst class is: 1. (6) Reactant: [F:1][C:2]1[CH:3]=[C:4]([CH:7]=[C:8]([N+:10]([O-:12])=[O:11])[CH:9]=1)[CH:5]=[O:6].S(C[C:24]#[N:25])(C1C=CC(C)=CC=1)(=O)=O.[CH3:26]O. Product: [F:1][C:2]1[CH:3]=[C:4]([C:5]2[O:6][CH:24]=[N:25][CH:26]=2)[CH:7]=[C:8]([N+:10]([O-:12])=[O:11])[CH:9]=1. The catalyst class is: 57. (7) Product: [Cl:16][C:17]1[CH:42]=[CH:41][C:20]([CH2:21][N:22]([CH3:40])[C:23]([C:25]2([CH3:39])[CH2:28][CH2:27][N:26]2[C:29](=[O:38])[CH2:30][C:31]2[CH:32]=[C:33]([C:1]3[CH:6]=[CH:5][CH:4]=[CH:3][CH:2]=3)[CH:34]=[CH:35][CH:36]=2)=[O:24])=[CH:19][CH:18]=1. The catalyst class is: 38. Reactant: [C:1]1(B(O)O)[CH:6]=[CH:5][CH:4]=[CH:3][CH:2]=1.C([O-])([O-])=O.[Na+].[Na+].[Cl:16][C:17]1[CH:42]=[CH:41][C:20]([CH2:21][N:22]([CH3:40])[C:23]([C:25]2([CH3:39])[CH2:28][CH2:27][N:26]2[C:29](=[O:38])[CH2:30][C:31]2[CH:36]=[CH:35][CH:34]=[C:33](I)[CH:32]=2)=[O:24])=[CH:19][CH:18]=1. (8) Reactant: [N+:1]([C:4]1[CH:9]=[CH:8][CH:7]=[CH:6][C:5]=1[C:10]1([OH:16])[CH2:15][CH2:14][CH2:13][CH2:12][CH2:11]1)([O-])=O.[H][H]. Product: [NH2:1][C:4]1[CH:9]=[CH:8][CH:7]=[CH:6][C:5]=1[C:10]1([OH:16])[CH2:15][CH2:14][CH2:13][CH2:12][CH2:11]1. The catalyst class is: 171.